Dataset: Reaction yield outcomes from USPTO patents with 853,638 reactions. Task: Predict the reaction yield, written as a fraction of the theoretical maximum amount of product (1.0 means a 100% yield; for example, 0.34 means a 34% yield). The reactants are Cl[C:2]1[C:11]2[C:6](=[CH:7][CH:8]=[C:9]([O:12][CH3:13])[CH:10]=2)[C:5]([N:14]2[CH:18]=[C:17]([CH3:19])[N:16]=[CH:15]2)=[N:4][C:3]=1[C:20]#[N:21].[N:22]1[CH:27]=[CH:26][CH:25]=[C:24](B(O)O)[CH:23]=1.[O-]P([O-])([O-])=O.[K+].[K+].[K+]. The catalyst is O1CCOCC1.C1C=CC(/C=C/C(/C=C/C2C=CC=CC=2)=O)=CC=1.C1C=CC(/C=C/C(/C=C/C2C=CC=CC=2)=O)=CC=1.C1C=CC(/C=C/C(/C=C/C2C=CC=CC=2)=O)=CC=1.[Pd].[Pd]. The product is [CH3:13][O:12][C:9]1[CH:10]=[C:11]2[C:6](=[CH:7][CH:8]=1)[C:5]([N:14]1[CH:18]=[C:17]([CH3:19])[N:16]=[CH:15]1)=[N:4][C:3]([C:20]#[N:21])=[C:2]2[C:24]1[CH:23]=[N:22][CH:27]=[CH:26][CH:25]=1. The yield is 0.400.